Task: Predict the product of the given reaction.. Dataset: Forward reaction prediction with 1.9M reactions from USPTO patents (1976-2016) (1) Given the reactants [NH2:1][C:2]1[CH:12]=[C:11]([CH:13]=O)[C:10]([C:15]([F:18])([F:17])[F:16])=[CH:9][C:3]=1[C:4]([O:6][CH2:7][CH3:8])=[O:5].[NH:19]1[CH2:23][CH2:22][C@@H:21]([NH:24][C:25](=[O:31])[O:26][C:27]([CH3:30])([CH3:29])[CH3:28])[CH2:20]1, predict the reaction product. The product is: [NH2:1][C:2]1[CH:12]=[C:11]([CH2:13][N:19]2[CH2:23][CH2:22][C@@H:21]([NH:24][C:25]([O:26][C:27]([CH3:30])([CH3:29])[CH3:28])=[O:31])[CH2:20]2)[C:10]([C:15]([F:18])([F:17])[F:16])=[CH:9][C:3]=1[C:4]([O:6][CH2:7][CH3:8])=[O:5]. (2) Given the reactants [C:1]([O:5][C:6](=[O:33])[NH:7][CH:8]([C:16](=[O:32])[NH:17][C:18]1([CH:22]([OH:31])[C:23](=[O:30])[NH:24][C:25]2[CH:29]=[CH:28][NH:27][N:26]=2)[CH2:21][CH2:20][CH2:19]1)[CH2:9][C:10]1([F:15])[CH2:14][CH2:13][CH2:12][CH2:11]1)([CH3:4])([CH3:3])[CH3:2].C([O-])(O)=O.[Na+].[C:39](Cl)([O:41][CH2:42][CH:43]1[C:55]2[C:50](=[CH:51][CH:52]=[CH:53][CH:54]=2)[C:49]2[C:44]1=[CH:45][CH:46]=[CH:47][CH:48]=2)=[O:40], predict the reaction product. The product is: [CH:54]1[C:55]2[CH:43]([CH2:42][O:41][C:39]([N:27]3[CH:28]=[CH:29][C:25]([NH:24][C:23](=[O:30])[CH:22]([C:18]4([NH:17][C:16](=[O:32])[CH:8]([NH:7][C:6]([O:5][C:1]([CH3:4])([CH3:2])[CH3:3])=[O:33])[CH2:9][C:10]5([F:15])[CH2:14][CH2:13][CH2:12][CH2:11]5)[CH2:21][CH2:20][CH2:19]4)[OH:31])=[N:26]3)=[O:40])[C:44]3[C:49](=[CH:48][CH:47]=[CH:46][CH:45]=3)[C:50]=2[CH:51]=[CH:52][CH:53]=1. (3) Given the reactants C(OC(=O)[NH:7][CH2:8][C:9]1[CH:14]=[CH:13][C:12]([C:15]2[NH:39][C:18]3=[N:19][CH:20]=[C:21]([Br:38])[C:22]([N:23]4[CH2:28][CH2:27][N:26]([CH2:29][C:30](=[O:37])[NH:31][C:32]5[S:33][CH:34]=[CH:35][N:36]=5)[CH2:25][CH2:24]4)=[C:17]3[N:16]=2)=[CH:11][CH:10]=1)(C)(C)C.FC(F)(F)C(O)=O, predict the reaction product. The product is: [NH2:7][CH2:8][C:9]1[CH:14]=[CH:13][C:12]([C:15]2[NH:39][C:18]3=[N:19][CH:20]=[C:21]([Br:38])[C:22]([N:23]4[CH2:24][CH2:25][N:26]([CH2:29][C:30]([NH:31][C:32]5[S:33][CH:34]=[CH:35][N:36]=5)=[O:37])[CH2:27][CH2:28]4)=[C:17]3[N:16]=2)=[CH:11][CH:10]=1. (4) The product is: [CH3:18][O:17][C:9]1[CH:8]=[C:7]([CH:12]=[C:11]([O:13][CH3:14])[C:10]=1[O:15][CH3:16])[C:5]([C:4]1[CH2:31][O:30][C:27]2[C:26]([CH:3]=1)=[CH:25][CH:22]=[C:21]([O:20][CH3:32])[C:28]=2[OH:29])=[O:6]. Given the reactants CN(C)[CH2:3][CH2:4][C:5]([C:7]1[CH:12]=[C:11]([O:13][CH3:14])[C:10]([O:15][CH3:16])=[C:9]([O:17][CH3:18])[CH:8]=1)=[O:6].[OH:20][C:21]1[C:28]([OH:29])=[C:27]([O:30][CH3:31])[CH:26]=[CH:25][C:22]=1C=O.[CH3:32]CN(CC)CC, predict the reaction product. (5) Given the reactants [Br:1][C:2]1[CH:7]=[CH:6][CH:5]=[CH:4][C:3]=1[C@@H:8]([NH:13][C:14](=[O:20])[O:15][C:16]([CH3:19])([CH3:18])[CH3:17])[CH2:9][CH2:10][CH2:11][OH:12].C(N(C(C)C)C(C)C)C.[CH3:30][S:31](Cl)(=[O:33])=[O:32], predict the reaction product. The product is: [CH3:30][S:31]([O:12][CH2:11][CH2:10][CH2:9][C@@H:8]([C:3]1[CH:4]=[CH:5][CH:6]=[CH:7][C:2]=1[Br:1])[NH:13][C:14]([O:15][C:16]([CH3:17])([CH3:19])[CH3:18])=[O:20])(=[O:33])=[O:32].